From a dataset of Reaction yield outcomes from USPTO patents with 853,638 reactions. Predict the reaction yield, written as a fraction of the theoretical maximum amount of product (1.0 means a 100% yield; for example, 0.34 means a 34% yield). (1) The reactants are C[Al](C)C.[NH:5]1[CH2:10][CH2:9][S:8](=[O:12])(=[O:11])[CH2:7][CH2:6]1.C[O:14][C:15](=O)[C:16]1[CH:21]=[CH:20][C:19]([O:22][CH2:23][C:24]2[C:25]([C:33]3[CH:38]=[CH:37][C:36]([F:39])=[CH:35][CH:34]=3)=[N:26][O:27][C:28]=2[C:29]([F:32])([F:31])[F:30])=[N:18][CH:17]=1.O. The catalyst is O1CCOCC1. The product is [O:11]=[S:8]1(=[O:12])[CH2:9][CH2:10][N:5]([C:15]([C:16]2[CH:17]=[N:18][C:19]([O:22][CH2:23][C:24]3[C:25]([C:33]4[CH:34]=[CH:35][C:36]([F:39])=[CH:37][CH:38]=4)=[N:26][O:27][C:28]=3[C:29]([F:30])([F:32])[F:31])=[CH:20][CH:21]=2)=[O:14])[CH2:6][CH2:7]1. The yield is 0.250. (2) The yield is 0.990. The product is [CH2:9]1[C:10]2[C:5](=[CH:4][CH:3]=[CH:2][CH:1]=2)[CH:6]2[O:25][CH:7]2[CH2:8]1. The reactants are [CH2:1]1[C:10]2[C:5](=[CH:6][CH:7]=[CH:8][CH:9]=2)[CH:4]=[CH:3][CH2:2]1.CCCCCCCCCCCC.NC(N)=[O:25].C(=O)(O)[O-].[Na+].OO. The catalyst is O.ClCCl.S([O-])([O-])(=O)=O.[Mn+2]. (3) The reactants are [F:1][C:2]1[CH:7]=[CH:6][CH:5]=[CH:4][C:3]=1[CH:8]1[NH:13][CH2:12][CH:11]([CH3:14])[O:10][CH2:9]1.Br[C:16]1[CH:17]=[CH:18][C:19]2[O:20][CH2:21][C:22](=[O:26])[NH:23][C:24]=2[N:25]=1. No catalyst specified. The product is [F:1][C:2]1[CH:7]=[CH:6][CH:5]=[CH:4][C:3]=1[C@H:8]1[CH2:9][O:10][C@@H:11]([CH3:14])[CH2:12][N:13]1[C:16]1[CH:17]=[CH:18][C:19]2[O:20][CH2:21][C:22](=[O:26])[NH:23][C:24]=2[N:25]=1. The yield is 0.700. (4) The reactants are [Cl:1][C:2]1[C:7]([CH2:8][C:9]#N)=[CH:6][CH:5]=[CH:4][N:3]=1.S(=O)(=O)(O)[OH:12].[OH2:16]. No catalyst specified. The product is [Cl:1][C:2]1[C:7]([CH2:8][C:9]([OH:12])=[O:16])=[CH:6][CH:5]=[CH:4][N:3]=1. The yield is 0.800. (5) The catalyst is CN(C)C=O. The product is [OH:1][C:2]1[N:7]([CH2:31][C:30]2[CH:33]=[CH:34][CH:35]=[C:28]([O:27][CH3:26])[CH:29]=2)[C:6](=[O:8])[N:5]([CH2:9][C:10]2[CH:15]=[CH:14][CH:13]=[CH:12][CH:11]=2)[C:4](=[O:16])[C:3]=1[C:17]([NH:19][CH2:20][C:21]([OH:23])=[O:22])=[O:18]. The yield is 0.110. The reactants are [OH:1][C:2]1[NH:7][C:6](=[O:8])[N:5]([CH2:9][C:10]2[CH:15]=[CH:14][CH:13]=[CH:12][CH:11]=2)[C:4](=[O:16])[C:3]=1[C:17]([NH:19][CH2:20][C:21]([O:23]CC)=[O:22])=[O:18].[CH3:26][O:27][C:28]1[CH:29]=[C:30]([CH:33]=[CH:34][CH:35]=1)[CH2:31]Br.C(=O)([O-])[O-].[Na+].[Na+].Cl. (6) The reactants are NC(C1N(CC2C=CC=CC=2)C(=O)C2C(=CC(Cl)=CC=2)N=1)C(C)C.C(O[BH-](OC(=O)C)OC(=O)C)(=O)C.[Na+].C(NCCC=O)(OC(C)(C)C)=O.[C:51]([O:55][C:56](=[O:85])[NH:57][CH2:58][CH2:59][CH2:60][NH:61][CH:62]([C:66]1[N:75]([CH2:76][C:77]2[CH:82]=[CH:81][CH:80]=[CH:79][CH:78]=2)[C:74](=[O:83])[C:73]2[C:68](=[CH:69][C:70]([Cl:84])=[CH:71][CH:72]=2)[N:67]=1)[CH:63]([CH3:65])[CH3:64])([CH3:54])([CH3:53])[CH3:52]. The catalyst is C(Cl)Cl. The product is [C:51]([O:55][C:56](=[O:85])[NH:57][CH2:58][CH2:59][CH2:60][NH:61][C@@H:62]([C:66]1[N:75]([CH2:76][C:77]2[CH:82]=[CH:81][CH:80]=[CH:79][CH:78]=2)[C:74](=[O:83])[C:73]2[C:68](=[CH:69][C:70]([Cl:84])=[CH:71][CH:72]=2)[N:67]=1)[CH:63]([CH3:65])[CH3:64])([CH3:53])([CH3:54])[CH3:52]. The yield is 1.10. (7) The reactants are Cl[C:2]1[N:7]=[CH:6][NH:5][C:4]2=[N:8][CH:9]=[CH:10][C:3]=12.[C:11]1([SH:17])[CH:16]=[CH:15][CH:14]=[CH:13][CH:12]=1. The catalyst is C(O)CCC. The product is [C:11]1([S:17][C:2]2[C:3]3[CH:10]=[CH:9][NH:8][C:4]=3[N:5]=[CH:6][N:7]=2)[CH:16]=[CH:15][CH:14]=[CH:13][CH:12]=1. The yield is 0.920. (8) The reactants are [C:1](=[O:16])([O:14][CH3:15])[O:2][C:3]1[CH:8]=[CH:7][C:6]([F:9])=[CH:5][C:4]=1[C:10]([CH3:13])([CH3:12])[CH3:11].[N+:17]([O-:20])([OH:19])=[O:18]. The catalyst is OS(O)(=O)=O. The product is [C:1](=[O:16])([O:14][CH3:15])[O:2][C:3]1[CH:8]=[C:7]([N+:17]([O-:19])=[O:18])[C:6]([F:9])=[CH:5][C:4]=1[C:10]([CH3:11])([CH3:12])[CH3:13].[C:1](=[O:16])([O:14][CH3:15])[O:2][C:3]1[C:8]([N+:17]([O-:20])=[O:18])=[CH:7][C:6]([F:9])=[CH:5][C:4]=1[C:10]([CH3:11])([CH3:12])[CH3:13]. The yield is 0.550.